Dataset: Forward reaction prediction with 1.9M reactions from USPTO patents (1976-2016). Task: Predict the product of the given reaction. (1) Given the reactants C[O:2][C@:3]1([C@@H:22]2[CH2:26][S:25][C:24](=[O:27])[N:23]2CC2C=CC(OC)=CC=2)[CH2:19][C@H:18]2[CH2:20][C@@H:5]([CH2:6][CH2:7][CH2:8][CH:9]=[CH:10][CH2:11][CH2:12][CH2:13][CH2:14][CH2:15][C:16](=[O:21])[O:17]2)[O:4]1.CO[C@]1([C@@H]2CSC(=O)N2CC2C=CC(OC)=CC=2)C[C@H]2C[C@@H](CCCC=CCCC(C)=CC(=O)O2)O1, predict the reaction product. The product is: [OH:2][C@:3]1([C@@H:22]2[CH2:26][S:25][C:24](=[O:27])[NH:23]2)[CH2:19][C@H:18]2[CH2:20][C@@H:5]([CH2:6][CH2:7][CH2:8][CH:9]=[CH:10][CH2:11][CH2:12][CH2:13][CH2:14][CH2:15][C:16](=[O:21])[O:17]2)[O:4]1. (2) Given the reactants [S:1]1[CH:5]=[CH:4][N:3]=[CH:2]1.[Li]CCCC.[NH:11]([C:36]([O:38][C:39]([CH3:42])([CH3:41])[CH3:40])=[O:37])[C@H:12]([C:30](N(OC)C)=[O:31])[CH2:13][CH2:14][CH2:15][NH:16][C:17](=[NH:29])[NH:18][S:19]([C:22]1[CH:28]=[CH:27][C:25]([CH3:26])=[CH:24][CH:23]=1)(=[O:21])=[O:20].[Li]C1SC=CN=1.Cl.C1C[O:53]CC1, predict the reaction product. The product is: [NH:11]([C:36]([O:38][C:39]([CH3:42])([CH3:40])[CH3:41])=[O:37])[C@H:12]([C:30]([OH:53])=[O:31])[CH2:13][CH2:14][CH2:15][NH:16][C:17](=[NH:29])[NH:18][S:19]([C:22]1[CH:28]=[CH:27][C:25]([CH3:26])=[CH:24][CH:23]=1)(=[O:20])=[O:21].[S:1]1[CH:5]=[CH:4][N:3]=[CH:2]1.